This data is from Peptide-MHC class II binding affinity with 134,281 pairs from IEDB. The task is: Regression. Given a peptide amino acid sequence and an MHC pseudo amino acid sequence, predict their binding affinity value. This is MHC class II binding data. The peptide sequence is KNVLKVGRLSAEELM. The MHC is HLA-DQA10101-DQB10501 with pseudo-sequence HLA-DQA10101-DQB10501. The binding affinity (normalized) is 0.300.